From a dataset of Reaction yield outcomes from USPTO patents with 853,638 reactions. Predict the reaction yield, written as a fraction of the theoretical maximum amount of product (1.0 means a 100% yield; for example, 0.34 means a 34% yield). (1) The reactants are Br[C:2]1[CH:3]=[C:4]2[C:10]([CH3:11])=[N:9][NH:8][C:5]2=[N:6][CH:7]=1.O1CCOCC1.[C:18](=O)([O-:20])[O-:19].[Na+].[Na+]. The catalyst is O.CCOC(C)=O. The product is [CH3:11][C:10]1[C:4]2[C:5](=[N:6][CH:7]=[C:2]([C:18]([OH:20])=[O:19])[CH:3]=2)[NH:8][N:9]=1. The yield is 0.290. (2) The reactants are [C:1]([O:5][C:6](=[O:24])[N:7]([C@H:9]([C:14]([N:16]1[CH2:21][CH2:20][C:19](=[N:22][OH:23])[CH2:18][CH2:17]1)=[O:15])[CH2:10][CH:11]([CH3:13])[CH3:12])[CH3:8])([CH3:4])([CH3:3])[CH3:2].[Cl:25][C:26]1[CH:27]=[C:28]([CH:31]=[CH:32][CH:33]=1)[CH2:29]Br.[H-].[Na+]. The catalyst is CN(C)C=O. The product is [C:1]([O:5][C:6](=[O:24])[N:7]([C@H:9]([C:14]([N:16]1[CH2:21][CH2:20][C:19](=[N:22][O:23][CH2:29][C:28]2[CH:31]=[CH:32][CH:33]=[C:26]([Cl:25])[CH:27]=2)[CH2:18][CH2:17]1)=[O:15])[CH2:10][CH:11]([CH3:13])[CH3:12])[CH3:8])([CH3:3])([CH3:4])[CH3:2]. The yield is 0.820. (3) The reactants are [NH2:1][C:2]1[NH:6][N:5]=[C:4]([C:7]([O:9][CH2:10][CH3:11])=[O:8])[CH:3]=1.[C:12]([CH:15]([CH2:21][C:22]([O:24][CH2:25][CH3:26])=[O:23])[C:16](OCC)=[O:17])(=O)[CH3:13]. The catalyst is CC1C=CC=CC=1C.CC1C=CC(S(O)(=O)=O)=CC=1.O. The product is [CH2:25]([O:24][C:22](=[O:23])[CH2:21][C:15]1[C:12]([CH3:13])=[N:1][C:2]2[N:6]([N:5]=[C:4]([C:7]([O:9][CH2:10][CH3:11])=[O:8])[CH:3]=2)[C:16]=1[OH:17])[CH3:26]. The yield is 0.750.